Dataset: NCI-60 drug combinations with 297,098 pairs across 59 cell lines. Task: Regression. Given two drug SMILES strings and cell line genomic features, predict the synergy score measuring deviation from expected non-interaction effect. (1) Drug 1: C1=CC(=CC=C1CC(C(=O)O)N)N(CCCl)CCCl.Cl. Drug 2: CC=C1C(=O)NC(C(=O)OC2CC(=O)NC(C(=O)NC(CSSCCC=C2)C(=O)N1)C(C)C)C(C)C. Cell line: OVCAR-5. Synergy scores: CSS=66.9, Synergy_ZIP=-0.339, Synergy_Bliss=-1.03, Synergy_Loewe=-33.1, Synergy_HSA=-2.47. (2) Drug 1: C#CCC(CC1=CN=C2C(=N1)C(=NC(=N2)N)N)C3=CC=C(C=C3)C(=O)NC(CCC(=O)O)C(=O)O. Synergy scores: CSS=-2.94, Synergy_ZIP=3.38, Synergy_Bliss=2.62, Synergy_Loewe=-3.46, Synergy_HSA=-3.45. Drug 2: C(CN)CNCCSP(=O)(O)O. Cell line: SK-OV-3. (3) Drug 1: CNC(=O)C1=NC=CC(=C1)OC2=CC=C(C=C2)NC(=O)NC3=CC(=C(C=C3)Cl)C(F)(F)F. Drug 2: C(CC(=O)O)C(=O)CN.Cl. Cell line: UACC62. Synergy scores: CSS=1.24, Synergy_ZIP=-1.38, Synergy_Bliss=-2.01, Synergy_Loewe=-3.36, Synergy_HSA=-2.98. (4) Drug 1: C1=C(C(=O)NC(=O)N1)F. Drug 2: CC(C1=C(C=CC(=C1Cl)F)Cl)OC2=C(N=CC(=C2)C3=CN(N=C3)C4CCNCC4)N. Cell line: K-562. Synergy scores: CSS=62.5, Synergy_ZIP=-6.67, Synergy_Bliss=-13.4, Synergy_Loewe=-16.1, Synergy_HSA=-12.1. (5) Drug 1: C1=CC(=CC=C1CC(C(=O)O)N)N(CCCl)CCCl.Cl. Drug 2: C1C(C(OC1N2C=NC3=C2NC=NCC3O)CO)O. Cell line: SK-OV-3. Synergy scores: CSS=14.4, Synergy_ZIP=-4.00, Synergy_Bliss=-2.09, Synergy_Loewe=-2.93, Synergy_HSA=-2.79. (6) Drug 1: CC1=C2C(C(=O)C3(C(CC4C(C3C(C(C2(C)C)(CC1OC(=O)C(C(C5=CC=CC=C5)NC(=O)C6=CC=CC=C6)O)O)OC(=O)C7=CC=CC=C7)(CO4)OC(=O)C)O)C)OC(=O)C. Drug 2: C(CCl)NC(=O)N(CCCl)N=O. Cell line: MCF7. Synergy scores: CSS=25.0, Synergy_ZIP=-3.18, Synergy_Bliss=-5.38, Synergy_Loewe=-60.6, Synergy_HSA=-5.14.